The task is: Predict which catalyst facilitates the given reaction.. This data is from Catalyst prediction with 721,799 reactions and 888 catalyst types from USPTO. (1) Reactant: [Br:1][C:2]1[CH:7]=[CH:6][C:5]([NH:8][NH:9][C:10](=[O:15])[CH:11]=[CH:12]OC)=[CH:4][CH:3]=1.Cl. Product: [Br:1][C:2]1[CH:7]=[CH:6][C:5]([N:8]2[CH:12]=[CH:11][C:10]([OH:15])=[N:9]2)=[CH:4][CH:3]=1. The catalyst class is: 6. (2) Reactant: [C:1]1([NH:11][C:12](=[O:32])[O:13][CH2:14][C@H:15]2[CH2:19][C@@H:18]([NH:20][S:21]([C:24]3[CH:29]=[C:28]([Br:30])[CH:27]=[CH:26][C:25]=3[Br:31])(=[O:23])=[O:22])[CH2:17][NH:16]2)[C:10]2[C:5](=[CH:6][CH:7]=[CH:8][CH:9]=2)[CH:4]=[CH:3][CH:2]=1.C[CH2:34][N:35](C(C)C)C(C)C.BrC#N.C(O)C(N)(CO)CO. Product: [C:1]1([NH:11][C:12](=[O:32])[O:13][CH2:14][C@H:15]2[CH2:19][C@@H:18]([NH:20][S:21]([C:24]3[CH:29]=[C:28]([Br:30])[CH:27]=[CH:26][C:25]=3[Br:31])(=[O:22])=[O:23])[CH2:17][N:16]2[C:34]#[N:35])[C:10]2[C:5](=[CH:6][CH:7]=[CH:8][CH:9]=2)[CH:4]=[CH:3][CH:2]=1. The catalyst class is: 2.